From a dataset of Full USPTO retrosynthesis dataset with 1.9M reactions from patents (1976-2016). Predict the reactants needed to synthesize the given product. Given the product [CH3:21][NH:22][C:23]([N:11]1[CH2:12][CH2:13][N:8]([C:6]([O:5][C:1]([CH3:4])([CH3:2])[CH3:3])=[O:7])[CH2:9][CH2:10]1)=[O:24], predict the reactants needed to synthesize it. The reactants are: [C:1]([O:5][C:6]([N:8]1[CH2:13][CH2:12][NH:11][CH2:10][CH2:9]1)=[O:7])([CH3:4])([CH3:3])[CH3:2].C(N(CC)CC)C.[CH3:21][NH:22][C:23](Cl)=[O:24].